Predict the reactants needed to synthesize the given product. From a dataset of Full USPTO retrosynthesis dataset with 1.9M reactions from patents (1976-2016). (1) Given the product [CH3:41][C:42]1[N:43]=[C:21]([C:23]2[N:24]=[C:25]([NH2:40])[C:26]3[CH:31]=[C:30]([CH:32]([C:34]4[CH:35]=[CH:36][CH:37]=[CH:38][CH:39]=4)[CH3:33])[S:29][C:27]=3[N:28]=2)[S:45][CH:46]=1, predict the reactants needed to synthesize it. The reactants are: NC1SC(C(C2C=CC=CC=2)C)=CC=1C#N.CC1O[C:21]([C:23]2[N:24]=[C:25]([NH2:40])[C:26]3[CH:31]=[C:30]([CH:32]([C:34]4[CH:39]=[CH:38][CH:37]=[CH:36][CH:35]=4)[CH3:33])[S:29][C:27]=3[N:28]=2)=CC=1.[CH3:41][C:42]1[N:43]=C(C#N)[S:45][CH:46]=1.CC1OC(C#N)=CC=1. (2) Given the product [NH2:9][C:3]1[N:4]=[CH:5][N:6]=[C:7]([O:25][CH:26]2[CH2:27][C:28]3([CH2:29][N:30]([C:32](=[O:34])[C:40]#[CH:41])[CH2:31]3)[CH2:39]2)[C:2]=1[C:20]1[CH:19]=[N:18][N:17]([CH2:10][C:11]2[CH:16]=[CH:15][CH:14]=[CH:13][CH:12]=2)[CH:21]=1, predict the reactants needed to synthesize it. The reactants are: Cl[C:2]1[C:3]([NH2:9])=[N:4][CH:5]=[N:6][C:7]=1Cl.[CH2:10]([N:17]1[CH:21]=[C:20](B(O)O)[CH:19]=[N:18]1)[C:11]1[CH:16]=[CH:15][CH:14]=[CH:13][CH:12]=1.[OH:25][CH:26]1[CH2:39][C:28]2([CH2:31][N:30]([C:32]([O:34]C(C)(C)C)=O)[CH2:29]2)[CH2:27]1.[C:40](O)(=O)[C:41]#C. (3) Given the product [CH3:19][N:20]1[CH:24]=[C:23]([C:16]2[CH:15]=[N:14][C:9]3[NH:10][C:11]4[CH:12]=[N:13][C:5]([C:3]([OH:2])=[O:4])=[CH:6][C:7]=4[C:8]=3[CH:17]=2)[CH:22]=[N:21]1, predict the reactants needed to synthesize it. The reactants are: C[O:2][C:3]([C:5]1[N:13]=[CH:12][C:11]2[NH:10][C:9]3[N:14]=[CH:15][C:16](Br)=[CH:17][C:8]=3[C:7]=2[CH:6]=1)=[O:4].[CH3:19][N:20]1[CH:24]=[C:23](B2OC(C)(C)C(C)(C)O2)[CH:22]=[N:21]1.S(=O)(=O)(O)O.